Dataset: Forward reaction prediction with 1.9M reactions from USPTO patents (1976-2016). Task: Predict the product of the given reaction. (1) Given the reactants [CH:1]1([CH:7]([NH:20][C:21]2[CH:29]=[CH:28][C:24]([C:25](O)=[O:26])=[CH:23][CH:22]=2)[C:8]2[CH:12]=[C:11]([CH:13]([CH2:16][CH3:17])[CH2:14][CH3:15])[S:10][C:9]=2[CH2:18][CH3:19])[CH2:6][CH2:5][CH2:4][CH2:3][CH2:2]1.[CH3:30][NH:31][CH2:32][CH2:33][C:34]([O:36]CC)=[O:35], predict the reaction product. The product is: [CH:1]1([CH:7]([NH:20][C:21]2[CH:22]=[CH:23][C:24]([C:25]([N:31]([CH3:30])[CH2:32][CH2:33][C:34]([OH:36])=[O:35])=[O:26])=[CH:28][CH:29]=2)[C:8]2[CH:12]=[C:11]([CH:13]([CH2:16][CH3:17])[CH2:14][CH3:15])[S:10][C:9]=2[CH2:18][CH3:19])[CH2:2][CH2:3][CH2:4][CH2:5][CH2:6]1. (2) Given the reactants Br[C:2]1[CH:7]=[CH:6][C:5]([C:8]2[CH2:12][C:11]([C:17]3[CH:22]=[C:21]([Cl:23])[CH:20]=[C:19]([Cl:24])[CH:18]=3)([C:13]([F:16])([F:15])[F:14])[O:10][N:9]=2)=[CH:4][C:3]=1[CH3:25].C([SiH](CC)CC)C.[C:33](=O)([O-])[O-:34].[Na+].[Na+], predict the reaction product. The product is: [Cl:24][C:19]1[CH:18]=[C:17]([C:11]2([C:13]([F:16])([F:15])[F:14])[O:10][N:9]=[C:8]([C:5]3[CH:6]=[CH:7][C:2]([CH:33]=[O:34])=[C:3]([CH3:25])[CH:4]=3)[CH2:12]2)[CH:22]=[C:21]([Cl:23])[CH:20]=1. (3) Given the reactants Br[C:2]1[CH:11]=[C:10]([C:12]([O:14][CH3:15])=[O:13])[C:9]([N+:16]([O-:18])=[O:17])=[CH:8][C:3]=1[C:4]([O:6][CH3:7])=[O:5].[C:19](=O)([O-])[O-].[Cs+].[Cs+].CB1OB(C)OB(C)O1, predict the reaction product. The product is: [CH3:19][C:11]1[CH:2]=[C:3]([C:4]([O:6][CH3:7])=[O:5])[CH:8]=[C:9]([N+:16]([O-:18])=[O:17])[C:10]=1[C:12]([O:14][CH3:15])=[O:13]. (4) The product is: [NH:7]1[CH:11]=[CH:10][N:9]=[C:8]1[CH2:12][N:13]([CH2:26][C:27]1[CH:28]=[CH:29][C:30]([CH2:31][N:32]2[C:36](=[O:37])[CH2:35][C:34]3([CH2:42][CH2:41][NH:40][CH2:39][CH2:38]3)[CH2:33]2)=[CH:50][CH:51]=1)[CH2:14][C:15]1[NH:19][CH:18]=[CH:17][N:16]=1. Given the reactants Cl.CN(C)S([N:7]1[CH:11]=[CH:10][N:9]=[C:8]1[CH2:12][N:13]([CH2:26][C:27]1[CH:51]=[CH:50][C:30]([CH2:31][N:32]2[C:36](=[O:37])[CH2:35][C:34]3([CH2:42][CH2:41][N:40](C(OC(C)(C)C)=O)[CH2:39][CH2:38]3)[CH2:33]2)=[CH:29][CH:28]=1)[CH2:14][C:15]1[N:16](S(N(C)C)(=O)=O)[CH:17]=[CH:18][N:19]=1)(=O)=O.[OH-].[Na+], predict the reaction product. (5) Given the reactants C([O:3][C:4]([C:6]1[CH:7]=[C:8]2[C:13](=[CH:14][CH:15]=1)[NH:12][CH:11]([C:16]1[CH:21]=[CH:20][CH:19]=[C:18]([NH:22][C:23](=[O:30])[C:24]3[CH:29]=[CH:28][CH:27]=[CH:26][CH:25]=3)[CH:17]=1)[C:10]([CH3:32])([CH3:31])[CH2:9]2)=[O:5])C.Cl, predict the reaction product. The product is: [C:23]([NH:22][C:18]1[CH:17]=[C:16]([CH:11]2[C:10]([CH3:32])([CH3:31])[CH2:9][C:8]3[C:13](=[CH:14][CH:15]=[C:6]([C:4]([OH:5])=[O:3])[CH:7]=3)[NH:12]2)[CH:21]=[CH:20][CH:19]=1)(=[O:30])[C:24]1[CH:29]=[CH:28][CH:27]=[CH:26][CH:25]=1.